This data is from Full USPTO retrosynthesis dataset with 1.9M reactions from patents (1976-2016). The task is: Predict the reactants needed to synthesize the given product. (1) Given the product [CH2:10]([N:17]1[CH2:22][CH2:21][N:20]([CH2:23][C:24]2[CH:29]=[CH:28][CH:27]=[CH:26][CH:25]=2)[CH2:19][C@@H:18]1[CH2:30][F:7])[C:11]1[CH:16]=[CH:15][CH:14]=[CH:13][CH:12]=1, predict the reactants needed to synthesize it. The reactants are: CCN(S(F)(F)[F:7])CC.[CH2:10]([N:17]1[CH2:22][CH2:21][N:20]([CH2:23][C:24]2[CH:29]=[CH:28][CH:27]=[CH:26][CH:25]=2)[CH2:19][C@@H:18]1[CH2:30]O)[C:11]1[CH:16]=[CH:15][CH:14]=[CH:13][CH:12]=1. (2) Given the product [ClH:4].[CH:5]([N:18]1[CH2:26][C:25]2[C:20](=[N:21][CH:22]=[C:23]([C:27]([F:30])([F:28])[F:29])[CH:24]=2)[CH2:19]1)([C:6]1[CH:7]=[CH:8][CH:9]=[CH:10][CH:11]=1)[C:12]1[CH:17]=[CH:16][CH:15]=[CH:14][CH:13]=1, predict the reactants needed to synthesize it. The reactants are: C([Cl:4])(=O)C.[CH:5]([N:18]1[CH2:26][C:25]2[C:20](=[N:21][CH:22]=[C:23]([C:27]([F:30])([F:29])[F:28])[CH:24]=2)[CH2:19]1)([C:12]1[CH:17]=[CH:16][CH:15]=[CH:14][CH:13]=1)[C:6]1[CH:11]=[CH:10][CH:9]=[CH:8][CH:7]=1. (3) Given the product [N:5]1[C:4]2[NH:8][CH:9]=[CH:10][C:3]=2[C:2]([C:17]2[CH:18]=[CH:19][CH:20]=[CH:21][C:16]=2[NH2:15])=[CH:7][N:6]=1, predict the reactants needed to synthesize it. The reactants are: Br[C:2]1[C:3]2[CH:10]=[CH:9][NH:8][C:4]=2[N:5]=[N:6][CH:7]=1.O.C([NH:15][C:16]1[CH:21]=[CH:20][CH:19]=[CH:18][C:17]=1B(O)O)(=O)C.C([O-])([O-])=O.[K+].[K+]. (4) Given the product [N:18]1([NH:24][C:25]([C:27]2[S:28][C:29]([C:32]([NH:34][N:35]=[C:15]([C:12]3[C:13]([OH:14])=[C:9]([C:4]4[CH:5]=[CH:6][C:7]([Cl:8])=[C:2]([Cl:1])[CH:3]=4)[S:10][CH:11]=3)[CH3:17])=[O:33])=[CH:30][CH:31]=2)=[O:26])[CH2:23][CH2:22][CH2:21][CH2:20][CH2:19]1, predict the reactants needed to synthesize it. The reactants are: [Cl:1][C:2]1[CH:3]=[C:4]([C:9]2[S:10][CH:11]=[C:12]([C:15]([CH3:17])=O)[C:13]=2[OH:14])[CH:5]=[CH:6][C:7]=1[Cl:8].[N:18]1([NH:24][C:25]([C:27]2[S:28][C:29]([C:32]([NH:34][NH2:35])=[O:33])=[CH:30][CH:31]=2)=[O:26])[CH2:23][CH2:22][CH2:21][CH2:20][CH2:19]1.O. (5) Given the product [CH3:1][C:2]1[C:5](=[O:6])[C:4]([O:10][CH3:11])([O:8][CH3:9])[C:3]=1[C:19]1[CH:18]=[CH:17][CH:16]=[C:15]([O:14][CH3:13])[CH:20]=1, predict the reactants needed to synthesize it. The reactants are: [CH3:1][C:2]1[C:3](=O)[C:4]([O:10][CH3:11])([O:8][CH3:9])[C:5]=1[O:6]C.[CH3:13][O:14][C:15]1[CH:16]=[C:17]([Mg]Br)[CH:18]=[CH:19][CH:20]=1.C(OC(C(F)(F)F)=O)(C(F)(F)F)=O.